The task is: Predict the product of the given reaction.. This data is from Forward reaction prediction with 1.9M reactions from USPTO patents (1976-2016). Given the reactants [C:1]1(=[O:8])[O:7][C:5](=[O:6])[CH2:4][CH2:3][CH2:2]1.[Cl:9][CH2:10][CH2:11][CH2:12][N:13]1[CH2:18][CH2:17][NH:16][CH2:15][CH2:14]1.ClCCl, predict the reaction product. The product is: [Cl:9][CH2:10][CH2:11][CH2:12][N:13]1[CH2:18][CH2:17][N:16]([C:5](=[O:6])[CH2:4][CH2:3][CH2:2][C:1]([OH:7])=[O:8])[CH2:15][CH2:14]1.